This data is from Forward reaction prediction with 1.9M reactions from USPTO patents (1976-2016). The task is: Predict the product of the given reaction. (1) Given the reactants [CH3:1][N:2]1[CH:6]=[CH:5][N:4]=[CH:3]1.[Cl:7][CH2:8][CH2:9][CH2:10][CH3:11], predict the reaction product. The product is: [Cl-:7].[CH3:1][N+:2]1[CH:6]=[CH:5][N:4]([CH2:8][CH2:9][CH2:10][CH3:11])[CH:3]=1. (2) Given the reactants [NH:1]1[CH2:7][CH2:6][CH2:5][C@H:2]1[CH2:3][OH:4].[OH-].[K+].[F:10][C:11]1[CH:16]=[C:15]([N+:17]([O-:19])=[O:18])[CH:14]=[C:13](F)[C:12]=1F, predict the reaction product. The product is: [F:10][C:11]1[C:12]2[N:1]3[CH2:7][CH2:6][CH2:5][CH:2]3[CH2:3][O:4][C:13]=2[CH:14]=[C:15]([N+:17]([O-:19])=[O:18])[CH:16]=1. (3) Given the reactants C(OC([N:8]1[CH2:13][CH2:12][N:11]([C:14]2[N:19]=[CH:18][C:17]([C:20]3[CH:21]=[C:22]([C:34](O)=[O:35])[C:23]4[C:24]([CH3:33])=[CH:25][N:26]([CH:29]([CH2:31][CH3:32])[CH3:30])[C:27]=4[CH:28]=3)=[CH:16][CH:15]=2)[CH2:10][CH2:9]1)=O)(C)(C)C.CN(C(ON1N=NC2C=CC=CC1=2)=[N+](C)C)C.[B-](F)(F)(F)F.CCN(C(C)C)C(C)C.[CH3:68][O:69][C:70]1[C:74]([CH2:75][NH2:76])=[C:73]([CH3:77])[N:72]([CH3:78])[N:71]=1, predict the reaction product. The product is: [CH:29]([N:26]1[C:27]2[CH:28]=[C:20]([C:17]3[CH:18]=[N:19][C:14]([N:11]4[CH2:10][CH2:9][NH:8][CH2:13][CH2:12]4)=[CH:15][CH:16]=3)[CH:21]=[C:22]([C:34]([NH:76][CH2:75][C:74]3[C:70]([O:69][CH3:68])=[N:71][N:72]([CH3:78])[C:73]=3[CH3:77])=[O:35])[C:23]=2[C:24]([CH3:33])=[CH:25]1)([CH2:31][CH3:32])[CH3:30]. (4) Given the reactants [CH3:1][O:2][C:3](=[O:16])[CH2:4][C:5]1[C:9]2[C:10]([Cl:15])=[CH:11][C:12]([OH:14])=[CH:13][C:8]=2[S:7][CH:6]=1.[CH3:17][C:18]1[C:23]([CH2:24]O)=[CH:22][CH:21]=[C:20]([CH3:26])[N:19]=1.C(P(CCCC)CCCC)CCC.C1CCN(C(N=NC(N2CCCCC2)=O)=O)CC1, predict the reaction product. The product is: [CH3:1][O:2][C:3](=[O:16])[CH2:4][C:5]1[C:9]2[C:10]([Cl:15])=[CH:11][C:12]([O:14][CH2:24][C:23]3[C:18]([CH3:17])=[N:19][C:20]([CH3:26])=[CH:21][CH:22]=3)=[CH:13][C:8]=2[S:7][CH:6]=1. (5) Given the reactants [CH2:1]([O:3][C:4]([C:6]1[C:14]2[C:9](=[CH:10][CH:11]=[C:12]([O:15]C3C=CC(C(F)(F)F)=CN=3)[CH:13]=2)[N:8]([C:26]2[CH:31]=[CH:30][C:29]([O:32][CH:33]([CH3:35])[CH3:34])=[CH:28][CH:27]=2)[C:7]=1[CH2:36][C:37]([OH:39])=[O:38])=[O:5])[CH3:2].C([O-])([O-])=O.[K+].[K+].[CH3:46][O:47][C:48](=[O:57])[C:49]1[CH:54]=[CH:53][C:52]([CH3:55])=[N:51][C:50]=1Cl.[CH2:58]1OCCOCCOCCOCCOCCO[CH2:59]1, predict the reaction product. The product is: [CH2:1]([O:3][C:4]([C:6]1[C:14]2[C:9](=[CH:10][CH:11]=[C:12]([O:15][C:50]3[C:49]([C:48]([O:47][CH3:46])=[O:57])=[CH:54][CH:53]=[C:52]([CH3:55])[N:51]=3)[CH:13]=2)[N:8]([C:26]2[CH:27]=[CH:28][C:29]([O:32][CH:33]([CH3:35])[CH3:34])=[CH:30][CH:31]=2)[C:7]=1[CH2:36][C:37]([O:39][CH2:58][CH3:59])=[O:38])=[O:5])[CH3:2]. (6) Given the reactants C[O:2][C:3](=[O:21])[CH2:4][C:5]1[CH:10]=[CH:9][CH:8]=[C:7]([O:11][CH2:12][C@@H:13]2[CH2:17][O:16][C:15]([CH3:19])([CH3:18])[O:14]2)[C:6]=1[CH3:20].[OH-].[Li+], predict the reaction product. The product is: [CH3:18][C:15]1([CH3:19])[O:14][C@H:13]([CH2:12][O:11][C:7]2[C:6]([CH3:20])=[C:5]([CH2:4][C:3]([OH:21])=[O:2])[CH:10]=[CH:9][CH:8]=2)[CH2:17][O:16]1.